The task is: Predict the reaction yield, written as a fraction of the theoretical maximum amount of product (1.0 means a 100% yield; for example, 0.34 means a 34% yield).. This data is from Reaction yield outcomes from USPTO patents with 853,638 reactions. (1) The reactants are O=[C:2]1[C:11]2[CH:10]=[CH:9][CH:8]=[C:7]3[NH:12][CH:13](C4C=CC(C=O)=CC=4)[CH:14](C4C=CC(C=O)=CC=4)[C:5]([C:6]=23)=[N:4][NH:3]1.[BH4-].[Na+].[CH3:33][OH:34]. No catalyst specified. The product is [CH3:13][NH:12][CH2:7][C:6]1[CH:11]=[CH:10][C:2]([N:3]2[N:4]=[C:5]3[CH2:14][CH2:13][NH:12][C:7]4[C:6]3=[C:11]([CH:10]=[CH:9][CH:8]=4)[C:33]2=[O:34])=[CH:14][CH:5]=1. The yield is 0.330. (2) The reactants are Br[C:2]1[CH:3]=[C:4]([CH:36]=[CH:37][CH:38]=1)[CH2:5][C:6]1([CH2:19][N:20]([C@@H:27]2[CH2:29][C@H:28]2[C:30]2[CH:35]=[CH:34][CH:33]=[CH:32][CH:31]=2)[C:21](=[O:26])[C:22]([F:25])([F:24])[F:23])[CH2:11][CH2:10][N:9]([C:12]([O:14][C:15]([CH3:18])([CH3:17])[CH3:16])=[O:13])[CH2:8][CH2:7]1.C(N(CC)CC)C.[C]=O. The catalyst is CO.C(Cl)Cl.C1C=CC(P(C2C=CC=CC=2)[C-]2C=CC=C2)=CC=1.C1C=CC(P(C2C=CC=CC=2)[C-]2C=CC=C2)=CC=1.Cl[Pd]Cl.[Fe+2]. The product is [CH3:15][O:14][C:12]([C:2]1[CH:3]=[C:4]([CH:36]=[CH:37][CH:38]=1)[CH2:5][C:6]1([CH2:19][N:20]([C@@H:27]2[CH2:29][C@H:28]2[C:30]2[CH:31]=[CH:32][CH:33]=[CH:34][CH:35]=2)[C:21](=[O:26])[C:22]([F:25])([F:24])[F:23])[CH2:7][CH2:8][N:9]([C:12]([O:14][C:15]([CH3:17])([CH3:16])[CH3:18])=[O:13])[CH2:10][CH2:11]1)=[O:13]. The yield is 0.750. (3) The reactants are [NH2:1][C:2](=[N:8][C:9]1[CH:14]=[CH:13][C:12]([N:15]2[CH2:20][CH2:19][N:18]([C:21]([NH:23][CH2:24][CH2:25][CH2:26][CH2:27][CH:28]3[CH2:32][CH2:31][S:30][S:29]3)=[O:22])[CH2:17][CH2:16]2)=[C:11](C)[CH:10]=1)[C:3]1[S:4][CH:5]=[CH:6][CH:7]=1.ClC1C=CC([N+]([O-])=O)=C[C:36]=1[O:44]C. The yield is 0.250. The product is [NH2:1][C:2](=[N:8][C:9]1[CH:14]=[CH:13][C:12]([N:15]2[CH2:20][CH2:19][N:18]([C:21]([NH:23][CH2:24][CH2:25][CH2:26][CH2:27][CH:28]3[CH2:32][CH2:31][S:30][S:29]3)=[O:22])[CH2:17][CH2:16]2)=[C:11]([O:44][CH3:36])[CH:10]=1)[C:3]1[S:4][CH:5]=[CH:6][CH:7]=1. No catalyst specified.